From a dataset of Full USPTO retrosynthesis dataset with 1.9M reactions from patents (1976-2016). Predict the reactants needed to synthesize the given product. The reactants are: [CH3:1][C:2]1[C:6]2[CH:7]=[CH:8][CH:9]=[CH:10][C:5]=2[O:4][C:3]=1[C:11]([OH:13])=O.[CH3:14][NH:15][C:16]1[S:17][CH:18]=[CH:19][N:20]=1.CN(C(ON1N=NC2C=CC=NC1=2)=[N+](C)C)C.F[P-](F)(F)(F)(F)F.CCN(C(C)C)C(C)C. Given the product [CH3:14][N:15]([C:16]1[S:17][CH:18]=[CH:19][N:20]=1)[C:11]([C:3]1[O:4][C:5]2[CH:10]=[CH:9][CH:8]=[CH:7][C:6]=2[C:2]=1[CH3:1])=[O:13], predict the reactants needed to synthesize it.